This data is from Reaction yield outcomes from USPTO patents with 853,638 reactions. The task is: Predict the reaction yield, written as a fraction of the theoretical maximum amount of product (1.0 means a 100% yield; for example, 0.34 means a 34% yield). (1) The reactants are [NH2:1][C:2]1[C:3]2[N:4]([C:8]([C@@H:12]3[CH2:16][CH2:15][CH2:14][N:13]3C(OCC3C=CC=CC=3)=O)=[N:9][C:10]=2Br)[CH:5]=[CH:6][N:7]=1.[CH2:27]([C:30]1[CH:35]=[CH:34][N:33]=[C:32]([NH:36][C:37](=[O:53])[C:38]2[CH:43]=[CH:42][C:41](B3OC(C)(C)C(C)(C)O3)=[CH:40][CH:39]=2)[CH:31]=1)[CH2:28][CH3:29]. No catalyst specified. The product is [NH2:1][C:2]1[C:3]2[N:4]([C:8]([C@@H:12]3[CH2:16][CH2:15][CH2:14][NH:13]3)=[N:9][C:10]=2[C:41]2[CH:42]=[CH:43][C:38]([C:37]([NH:36][C:32]3[CH:31]=[C:30]([CH2:27][CH2:28][CH3:29])[CH:35]=[CH:34][N:33]=3)=[O:53])=[CH:39][CH:40]=2)[CH:5]=[CH:6][N:7]=1. The yield is 0.930. (2) The reactants are [F:1][C:2]([F:19])([F:18])[C:3]1[CH:8]=[CH:7][C:6]([C:9]2[S:10][CH:11]=[C:12]([CH2:14][C:15]([OH:17])=[O:16])[N:13]=2)=[CH:5][CH:4]=1.O.[C:21]1(C)C=CC(S(O)(=O)=O)=CC=1. The product is [CH3:21][O:16][C:15](=[O:17])[CH2:14][C:12]1[N:13]=[C:9]([C:6]2[CH:7]=[CH:8][C:3]([C:2]([F:1])([F:18])[F:19])=[CH:4][CH:5]=2)[S:10][CH:11]=1. The catalyst is CO.C(OC)(OC)OC. The yield is 0.840.